The task is: Predict the reaction yield, written as a fraction of the theoretical maximum amount of product (1.0 means a 100% yield; for example, 0.34 means a 34% yield).. This data is from Reaction yield outcomes from USPTO patents with 853,638 reactions. (1) The reactants are [Br:1][C:2]1[CH:3]=[C:4]([CH:7]=[C:8]([CH2:11][CH3:12])[C:9]=1[OH:10])[CH:5]=O.[NH2:13][C:14]1[CH:21]=[CH:20][C:17]([C:18]#[N:19])=[CH:16][CH:15]=1.S(C[N+]#[C-])(C1C=CC(C)=CC=1)(=O)=O.B(F)(F)F.C[CH2:40][O:41][CH2:42]C.[OH2:44]. The catalyst is CO. The product is [C:18]([C:17]1[CH:20]=[CH:21][C:14]([NH:13][CH:5]([C:4]2[CH:7]=[C:8]([CH2:11][CH3:12])[C:9]([OH:10])=[C:2]([Br:1])[CH:3]=2)[C:40]([O:41][CH3:42])=[O:44])=[CH:15][CH:16]=1)#[N:19]. The yield is 0.770. (2) The reactants are [F:1][C:2]([F:25])([C:18]1[CH:23]=[CH:22][C:21]([F:24])=[CH:20][CH:19]=1)[C:3]1[N:12]=[C:11](O)[C:10]2[C:5](=[CH:6][C:7]([C:14]([O:16][CH3:17])=[O:15])=[CH:8][CH:9]=2)[N:4]=1.P(Cl)(Cl)([Cl:28])=O. No catalyst specified. The product is [Cl:28][C:11]1[C:10]2[C:5](=[CH:6][C:7]([C:14]([O:16][CH3:17])=[O:15])=[CH:8][CH:9]=2)[N:4]=[C:3]([C:2]([F:25])([F:1])[C:18]2[CH:23]=[CH:22][C:21]([F:24])=[CH:20][CH:19]=2)[N:12]=1. The yield is 0.860. (3) The reactants are [CH:1]12[CH2:10][CH:5]3[CH2:6][CH:7]([CH2:9][CH:3]([CH2:4]3)[CH:2]1[NH:11][C:12](=[O:44])[C:13]1[CH:18]=[CH:17][C:16]([O:19][CH:20]3[CH2:25][CH2:24][CH:23]([O:26][Si](C(C)(C)C)(C4C=CC=CC=4)C4C=CC=CC=4)[CH2:22][CH2:21]3)=[CH:15][CH:14]=1)[CH2:8]2.CCCC[N+](CCCC)(CCCC)CCCC.[F-]. The catalyst is C1COCC1. The product is [CH:1]12[CH2:10][CH:5]3[CH2:6][CH:7]([CH2:9][CH:3]([CH2:4]3)[CH:2]1[NH:11][C:12](=[O:44])[C:13]1[CH:18]=[CH:17][C:16]([O:19][CH:20]3[CH2:21][CH2:22][CH:23]([OH:26])[CH2:24][CH2:25]3)=[CH:15][CH:14]=1)[CH2:8]2. The yield is 0.270.